This data is from Peptide-MHC class II binding affinity with 134,281 pairs from IEDB. The task is: Regression. Given a peptide amino acid sequence and an MHC pseudo amino acid sequence, predict their binding affinity value. This is MHC class II binding data. (1) The peptide sequence is ARANESATILMTATP. The MHC is DRB1_0801 with pseudo-sequence DRB1_0801. The binding affinity (normalized) is 0.151. (2) The binding affinity (normalized) is 0.334. The MHC is HLA-DQA10201-DQB10202 with pseudo-sequence HLA-DQA10201-DQB10202. The peptide sequence is INLIIHYVDRPGALG. (3) The peptide sequence is VIPAGELQVIEKVDA. The MHC is HLA-DQA10104-DQB10503 with pseudo-sequence HLA-DQA10104-DQB10503. The binding affinity (normalized) is 0. (4) The peptide sequence is RMATPLLMRPM. The binding affinity (normalized) is 0. The MHC is H-2-IAd with pseudo-sequence H-2-IAd. (5) The peptide sequence is AFILEGDNLFPKV. The MHC is DRB1_0401 with pseudo-sequence DRB1_0401. The binding affinity (normalized) is 0.738. (6) The peptide sequence is IGSFFYFPSIGMQRT. The MHC is HLA-DPA10103-DPB10401 with pseudo-sequence HLA-DPA10103-DPB10401. The binding affinity (normalized) is 0.655. (7) The peptide sequence is LEKGRLYQIKIQYQRENPTE. The MHC is DRB1_0401 with pseudo-sequence DRB1_0401. The binding affinity (normalized) is 0.672.